This data is from Cav3 T-type calcium channel HTS with 100,875 compounds. The task is: Binary Classification. Given a drug SMILES string, predict its activity (active/inactive) in a high-throughput screening assay against a specified biological target. The molecule is Clc1c(NC(=O)c2cc(F)ccc2)nccc1. The result is 0 (inactive).